This data is from NCI-60 drug combinations with 297,098 pairs across 59 cell lines. The task is: Regression. Given two drug SMILES strings and cell line genomic features, predict the synergy score measuring deviation from expected non-interaction effect. (1) Drug 1: C1=C(C(=O)NC(=O)N1)N(CCCl)CCCl. Drug 2: C1=NC2=C(N=C(N=C2N1C3C(C(C(O3)CO)O)F)Cl)N. Cell line: MDA-MB-435. Synergy scores: CSS=3.84, Synergy_ZIP=-10.1, Synergy_Bliss=-4.43, Synergy_Loewe=-23.9, Synergy_HSA=-4.84. (2) Drug 1: CN1CCC(CC1)COC2=C(C=C3C(=C2)N=CN=C3NC4=C(C=C(C=C4)Br)F)OC. Drug 2: C#CCC(CC1=CN=C2C(=N1)C(=NC(=N2)N)N)C3=CC=C(C=C3)C(=O)NC(CCC(=O)O)C(=O)O. Cell line: 786-0. Synergy scores: CSS=6.21, Synergy_ZIP=-12.0, Synergy_Bliss=-20.1, Synergy_Loewe=-46.6, Synergy_HSA=-19.6. (3) Drug 1: CC(C1=C(C=CC(=C1Cl)F)Cl)OC2=C(N=CC(=C2)C3=CN(N=C3)C4CCNCC4)N. Drug 2: CN(CCCl)CCCl.Cl. Cell line: PC-3. Synergy scores: CSS=21.6, Synergy_ZIP=-3.85, Synergy_Bliss=0.802, Synergy_Loewe=-2.32, Synergy_HSA=0.398. (4) Drug 1: CC1=C2C(C(=O)C3(C(CC4C(C3C(C(C2(C)C)(CC1OC(=O)C(C(C5=CC=CC=C5)NC(=O)OC(C)(C)C)O)O)OC(=O)C6=CC=CC=C6)(CO4)OC(=O)C)O)C)O. Drug 2: CCC1(C2=C(COC1=O)C(=O)N3CC4=CC5=C(C=CC(=C5CN(C)C)O)N=C4C3=C2)O.Cl. Cell line: HT29. Synergy scores: CSS=42.5, Synergy_ZIP=-10.2, Synergy_Bliss=-14.6, Synergy_Loewe=-19.2, Synergy_HSA=-11.5. (5) Drug 1: CS(=O)(=O)C1=CC(=C(C=C1)C(=O)NC2=CC(=C(C=C2)Cl)C3=CC=CC=N3)Cl. Drug 2: C1CC(C1)(C(=O)O)C(=O)O.[NH2-].[NH2-].[Pt+2]. Cell line: HT29. Synergy scores: CSS=11.2, Synergy_ZIP=-4.21, Synergy_Bliss=0.436, Synergy_Loewe=-2.49, Synergy_HSA=-2.21.